Dataset: Full USPTO retrosynthesis dataset with 1.9M reactions from patents (1976-2016). Task: Predict the reactants needed to synthesize the given product. Given the product [Cl:40][C:37]1[CH:38]=[CH:39][C:34]([N:29]([C:30](=[O:33])[CH2:31][CH3:32])[C@H:12]2[C:11]3[C:16](=[CH:17][CH:18]=[C:9]([O:8][C:5]([CH3:7])([CH3:6])[C:4]([OH:41])=[O:3])[CH:10]=3)[N:15]([C:19](=[O:27])[C:20]3[CH:21]=[CH:22][C:23]([F:26])=[CH:24][CH:25]=3)[C@@H:14]([CH3:28])[CH2:13]2)=[CH:35][CH:36]=1, predict the reactants needed to synthesize it. The reactants are: C([O:3][C:4](=[O:41])[C:5]([O:8][C:9]1[CH:10]=[C:11]2[C:16](=[CH:17][CH:18]=1)[N:15]([C:19](=[O:27])[C:20]1[CH:25]=[CH:24][C:23]([F:26])=[CH:22][CH:21]=1)[C@@H:14]([CH3:28])[CH2:13][C@H:12]2[N:29]([C:34]1[CH:39]=[CH:38][C:37]([Cl:40])=[CH:36][CH:35]=1)[C:30](=[O:33])[CH2:31][CH3:32])([CH3:7])[CH3:6])C.ClC1C=CC(N(C(=O)CC)[C@H]2C3C(=CC=C(OCC(O)=O)C=3)N(C(=O)C3C=CC(F)=CC=3)[C@@H](C)C2)=CC=1.